From a dataset of Forward reaction prediction with 1.9M reactions from USPTO patents (1976-2016). Predict the product of the given reaction. Given the reactants [CH3:1][O:2][CH2:3][CH2:4][CH2:5][O:6][C:7]1[CH:16]=[C:15]([CH3:17])[CH:14]=[CH:13][C:8]=1[C:9]([O:11][CH3:12])=[O:10].[Br:18]N1C(=O)CCC1=O.N(C(C)(C)C#N)=NC(C)(C)C#N.C(OOC(=O)C1C=CC=CC=1)(=O)C1C=CC=CC=1.C1(=O)NC(=O)CC1, predict the reaction product. The product is: [Br:18][CH2:17][C:15]1[CH:14]=[CH:13][C:8]([C:9]([O:11][CH3:12])=[O:10])=[C:7]([O:6][CH2:5][CH2:4][CH2:3][O:2][CH3:1])[CH:16]=1.